Dataset: Full USPTO retrosynthesis dataset with 1.9M reactions from patents (1976-2016). Task: Predict the reactants needed to synthesize the given product. (1) Given the product [Br:14][C:15]1[C:16]([Cl:22])=[C:17]([O:11][CH:10]2[CH2:9][CH2:8][N:7]([CH3:12])[CH2:6][C:5]3[S:13][C:2]([CH3:1])=[CH:3][C:4]2=3)[CH:18]=[CH:19][CH:20]=1, predict the reactants needed to synthesize it. The reactants are: [CH3:1][C:2]1[S:13][C:5]2[CH2:6][N:7]([CH3:12])[CH2:8][CH2:9][CH:10]([OH:11])[C:4]=2[CH:3]=1.[Br:14][C:15]1[C:16]([Cl:22])=[C:17](F)[CH:18]=[CH:19][CH:20]=1. (2) Given the product [C:9]1([C:18]2[CH:19]=[CH:20][CH:21]=[CH:22][CH:23]=2)[CH:14]=[CH:13][CH:12]=[C:11]([C:2]2[CH:7]=[C:6]([CH3:8])[CH:5]=[CH:4][N:3]=2)[CH:10]=1, predict the reactants needed to synthesize it. The reactants are: Br[C:2]1[CH:7]=[C:6]([CH3:8])[CH:5]=[CH:4][N:3]=1.[C:9]1([C:18]2[CH:23]=[CH:22][CH:21]=[CH:20][CH:19]=2)[CH:14]=[CH:13][CH:12]=[C:11](B(O)O)[CH:10]=1.C([O-])([O-])=O.[K+].[K+].COCCOC.